Dataset: Reaction yield outcomes from USPTO patents with 853,638 reactions. Task: Predict the reaction yield, written as a fraction of the theoretical maximum amount of product (1.0 means a 100% yield; for example, 0.34 means a 34% yield). (1) The reactants are Br[C:2]1[N:3]=[C:4]([CH:24]2[CH2:29][CH2:28][CH2:27][CH2:26][CH2:25]2)[N:5]2[C:10]3[CH:11]=[CH:12][N:13]([S:14]([C:17]4[CH:23]=[CH:22][C:20]([CH3:21])=[CH:19][CH:18]=4)(=[O:16])=[O:15])[C:9]=3[N:8]=[CH:7][C:6]=12.CC1(C)C(C)(C)OB(/[CH:38]=[CH:39]/[C:40]([O:42][CH2:43][CH3:44])=[O:41])O1.C([O-])([O-])=O.[Na+].[Na+].O. The catalyst is C1COCC1. The product is [CH:24]1([C:4]2[N:5]3[C:10]4[CH:11]=[CH:12][N:13]([S:14]([C:17]5[CH:18]=[CH:19][C:20]([CH3:21])=[CH:22][CH:23]=5)(=[O:15])=[O:16])[C:9]=4[N:8]=[CH:7][C:6]3=[C:2](/[CH:38]=[CH:39]/[C:40]([O:42][CH2:43][CH3:44])=[O:41])[N:3]=2)[CH2:29][CH2:28][CH2:27][CH2:26][CH2:25]1. The yield is 0.700. (2) The reactants are [CH2:1]([N:8]1[CH:12]=[C:11]([OH:13])[CH:10]=[N:9]1)[C:2]1[CH:7]=[CH:6][CH:5]=[CH:4][CH:3]=1.[C:14]([O-])([O-])=O.[Cs+].[Cs+]. The catalyst is CN(C=O)C.CCOC(C)=O. The product is [CH3:14][O:13][C:11]1[CH:10]=[N:9][N:8]([CH2:1][C:2]2[CH:3]=[CH:4][CH:5]=[CH:6][CH:7]=2)[CH:12]=1. The yield is 0.630.